From a dataset of Full USPTO retrosynthesis dataset with 1.9M reactions from patents (1976-2016). Predict the reactants needed to synthesize the given product. (1) Given the product [C:2]1([N:3]2[C:4]3[CH2:5][CH2:10][N:9]([CH2:11][CH2:12][CH2:13][CH2:14][O:15][C:16]4[CH:25]=[C:24]5[C:19]([CH2:20][CH2:21][C:22](=[O:26])[NH:23]5)=[CH:18][CH:17]=4)[CH2:8][C:7]=3[CH:6]=[N:1]2)[CH:31]=[CH:32][CH:27]=[CH:28][CH:29]=1, predict the reactants needed to synthesize it. The reactants are: [N:1]1[C:6]2[CH2:7][CH2:8][N:9]([CH2:11][CH2:12][CH2:13][CH2:14][O:15][C:16]3[CH:25]=[C:24]4[C:19]([CH2:20][CH2:21][C:22](=[O:26])[NH:23]4)=[CH:18][CH:17]=3)[CH2:10][C:5]=2[CH:4]=[N:3][CH:2]=1.[C:27]1(N2C3CCNCC=3C=N2)[CH:32]=[CH:31]C=[CH:29][CH:28]=1. (2) Given the product [OH:21][C@@H:18]([CH2:19][OH:20])[CH2:17][O:16][C:13]1[CH:14]=[CH:15][C:10]([C:7]2([C:23]3[CH:36]=[CH:35][C:26]([O:27][CH2:28][CH:29]([OH:34])[C:30]([CH3:31])([CH3:32])[CH3:33])=[C:25]([CH3:37])[CH:24]=3)[CH2:6][CH2:5][N:4]([C:1](=[O:3])[CH3:2])[CH2:9][CH2:8]2)=[CH:11][C:12]=1[CH3:22], predict the reactants needed to synthesize it. The reactants are: [C:1]([N:4]1[CH2:9][CH2:8][C:7]([C:23]2[CH:36]=[CH:35][C:26]([O:27][CH2:28][C:29](=[O:34])[C:30]([CH3:33])([CH3:32])[CH3:31])=[C:25]([CH3:37])[CH:24]=2)([C:10]2[CH:15]=[CH:14][C:13]([O:16][CH2:17][CH:18]([OH:21])[CH2:19][OH:20])=[C:12]([CH3:22])[CH:11]=2)[CH2:6][CH2:5]1)(=[O:3])[CH3:2].[BH4-].[Na+]. (3) Given the product [CH3:31][C:28]1[CH:29]=[CH:30][C:25]([CH:17]([C:18]2[CH:19]=[CH:20][C:21]([CH3:24])=[CH:22][CH:23]=2)[C:14]2[S:13][C:12]([C:10]([NH:9][C@@H:5]([CH2:4][CH2:3][CH2:2][NH:1][C:40](=[NH:45])[CH3:41])[C:6]([OH:8])=[O:7])=[O:11])=[CH:16][CH:15]=2)=[CH:26][CH:27]=1.[C:32]([OH:38])([C:34]([F:37])([F:36])[F:35])=[O:33], predict the reactants needed to synthesize it. The reactants are: [NH2:1][CH2:2][CH2:3][CH2:4][C@H:5]([NH:9][C:10]([C:12]1[S:13][C:14]([CH:17]([C:25]2[CH:30]=[CH:29][C:28]([CH3:31])=[CH:27][CH:26]=2)[C:18]2[CH:23]=[CH:22][C:21]([CH3:24])=[CH:20][CH:19]=2)=[CH:15][CH:16]=1)=[O:11])[C:6]([OH:8])=[O:7].[C:32]([OH:38])([C:34]([F:37])([F:36])[F:35])=[O:33].Cl.[C:40](=[NH:45])(OCC)[CH3:41].CCN(CC)CC. (4) Given the product [Br:1][C:2]1[CH:17]=[CH:16][CH:15]=[CH:14][C:3]=1[CH:4]1[N:5]2[CH:6]=[N:7][CH:8]=[C:9]2[CH2:10][CH2:11][CH2:12]1, predict the reactants needed to synthesize it. The reactants are: [Br:1][C:2]1[CH:17]=[CH:16][CH:15]=[CH:14][C:3]=1[CH2:4][N:5]1[C:9]([CH2:10][CH2:11][CH2:12]Cl)=[CH:8][N:7]=[CH:6]1.CN(CCN(C)C)C.[Li+].CC([N-]C(C)C)C. (5) Given the product [CH3:16][N:17]([CH3:22])[S:18]([N:8]1[C:9]2[CH:15]=[CH:14][CH:13]=[CH:12][C:10]=2[N:11]=[C:7]1[NH2:6])(=[O:20])=[O:19], predict the reactants needed to synthesize it. The reactants are: [OH-].[Na+].C(#N)C.[NH2:6][C:7]1[NH:8][C:9]2[CH:15]=[CH:14][CH:13]=[CH:12][C:10]=2[N:11]=1.[CH3:16][N:17]([CH3:22])[S:18](Cl)(=[O:20])=[O:19].